From a dataset of Forward reaction prediction with 1.9M reactions from USPTO patents (1976-2016). Predict the product of the given reaction. (1) Given the reactants [NH2:1][C@@H:2]([C:7]([OH:9])=[O:8])[CH2:3][CH2:4][S:5][CH3:6].[ClH:10].N[C@H:12](C(O)=O)CCSC, predict the reaction product. The product is: [ClH:10].[CH3:12][O:8][C:7](=[O:9])[C@@H:2]([CH2:3][CH2:4][S:5][CH3:6])[NH2:1]. (2) Given the reactants [N:1]1([C:6]2[N:10]=[C:9]([CH:11]=O)[N:8]([CH2:13][C:14]([F:17])([F:16])[F:15])[N:7]=2)[CH2:5][CH2:4][CH2:3][CH2:2]1.[Cl-].[CH3:19][C:20]1[CH:25]=[C:24]([CH3:26])[N:23]2[N:27]=[C:28]([CH2:30][P+](C3C=CC=CC=3)(C3C=CC=CC=3)C3C=CC=CC=3)[N:29]=[C:22]2[N:21]=1.N1CCCN2CCCCCC=12, predict the reaction product. The product is: [CH3:19][C:20]1[CH:25]=[C:24]([CH3:26])[N:23]2[N:27]=[C:28]([CH:30]=[CH:11][C:9]3[N:8]([CH2:13][C:14]([F:17])([F:16])[F:15])[N:7]=[C:6]([N:1]4[CH2:5][CH2:4][CH2:3][CH2:2]4)[N:10]=3)[N:29]=[C:22]2[N:21]=1. (3) Given the reactants Br[C:2]1[CH:7]=[CH:6][C:5]([OH:8])=[CH:4][CH:3]=1.[Br:9][CH2:10][CH2:11][CH2:12][CH2:13][CH2:14][CH3:15].C([O-])([O-])=O.[K+].[K+], predict the reaction product. The product is: [Br:9][C:10]1[CH:15]=[CH:14][CH:13]=[CH:12][C:11]=1[O:8][CH:5]([CH2:6][CH3:7])[CH2:4][CH2:3][CH3:2]. (4) Given the reactants C1(P(C2CCCCC2)C2CCCCC2)CCCCC1.[CH2:20]([O:27][C:28]1[CH:29]=[CH:30][C:31]2[C:35]([O:36][C:37]3[CH:51]=[CH:50][C:40]([O:41][CH2:42][CH2:43][N:44]4[CH2:49][CH2:48][CH2:47][CH2:46][CH2:45]4)=[CH:39][CH:38]=3)=[C:34](Br)[S:33][C:32]=2[CH:53]=1)[C:21]1[CH:26]=[CH:25][CH:24]=[CH:23][CH:22]=1.CC1(C)C(C)(C)OB([C:62]2[CH:67]=[CH:66][C:65]([S:68]([C:71]([F:74])([F:73])[F:72])(=[O:70])=[O:69])=[CH:64][CH:63]=2)O1.[F-].[Cs+], predict the reaction product. The product is: [CH2:20]([O:27][C:28]1[CH:29]=[CH:30][C:31]2[C:35]([O:36][C:37]3[CH:51]=[CH:50][C:40]([O:41][CH2:42][CH2:43][N:44]4[CH2:49][CH2:48][CH2:47][CH2:46][CH2:45]4)=[CH:39][CH:38]=3)=[C:34]([C:62]3[CH:63]=[CH:64][C:65]([S:68]([C:71]([F:73])([F:72])[F:74])(=[O:70])=[O:69])=[CH:66][CH:67]=3)[S:33][C:32]=2[CH:53]=1)[C:21]1[CH:26]=[CH:25][CH:24]=[CH:23][CH:22]=1. (5) Given the reactants Cl[C:2]1[C:3]2[CH:25]=[C:24]([Cl:26])[CH:23]=[CH:22][C:4]=2[N:5]([CH3:21])[C:6](=[O:20])[CH:7]([CH2:9][C:10]2[CH:19]=[CH:18][C:17]3[C:12](=[CH:13][CH:14]=[CH:15][CH:16]=3)[CH:11]=2)[N:8]=1.[NH:27]1[CH2:32][CH2:31][CH:30]([NH:33][C:34](=[O:40])[O:35][C:36]([CH3:39])([CH3:38])[CH3:37])[CH2:29][CH2:28]1, predict the reaction product. The product is: [Cl:26][C:24]1[CH:25]=[CH:3][C:4]2[N:5]([CH3:21])[C:6](=[O:20])[CH:7]([CH2:9][C:10]3[CH:11]=[CH:12][C:13]4[C:18](=[CH:17][CH:16]=[CH:15][CH:14]=4)[CH:19]=3)[N:8]=[C:2]([N:27]3[CH2:28][CH2:29][CH:30]([NH:33][C:34](=[O:40])[O:35][C:36]([CH3:38])([CH3:37])[CH3:39])[CH2:31][CH2:32]3)[C:22]=2[CH:23]=1. (6) Given the reactants [NH:1]1[CH:5]=[CH:4][N:3]=[CH:2]1.C([O:8][C:9]([C:11]1[NH:12][C:13]2[C:18]([CH:19]=1)=[CH:17][CH:16]=[C:15]([CH3:20])[CH:14]=2)=[O:10])C, predict the reaction product. The product is: [N:1]1([CH2:20][C:15]2[CH:14]=[C:13]3[C:18]([CH:19]=[C:11]([C:9]([OH:10])=[O:8])[NH:12]3)=[CH:17][CH:16]=2)[CH:5]=[CH:4][N:3]=[CH:2]1.